Dataset: NCI-60 drug combinations with 297,098 pairs across 59 cell lines. Task: Regression. Given two drug SMILES strings and cell line genomic features, predict the synergy score measuring deviation from expected non-interaction effect. (1) Drug 1: C1CN(CCN1C(=O)CCBr)C(=O)CCBr. Drug 2: C1CCC(C(C1)N)N.C(=O)(C(=O)[O-])[O-].[Pt+4]. Cell line: PC-3. Synergy scores: CSS=28.9, Synergy_ZIP=-8.22, Synergy_Bliss=-4.10, Synergy_Loewe=-0.657, Synergy_HSA=-0.616. (2) Drug 1: C1CN1C2=NC(=NC(=N2)N3CC3)N4CC4. Drug 2: COC1=C2C(=CC3=C1OC=C3)C=CC(=O)O2. Cell line: NCI-H522. Synergy scores: CSS=31.8, Synergy_ZIP=-5.73, Synergy_Bliss=-2.73, Synergy_Loewe=-10.6, Synergy_HSA=-1.34. (3) Drug 1: CNC(=O)C1=CC=CC=C1SC2=CC3=C(C=C2)C(=NN3)C=CC4=CC=CC=N4. Drug 2: C1CCC(C1)C(CC#N)N2C=C(C=N2)C3=C4C=CNC4=NC=N3. Cell line: OVCAR-5. Synergy scores: CSS=-3.98, Synergy_ZIP=2.64, Synergy_Bliss=0.0251, Synergy_Loewe=-5.57, Synergy_HSA=-4.68. (4) Drug 1: CC1C(C(CC(O1)OC2CC(OC(C2O)C)OC3=CC4=CC5=C(C(=O)C(C(C5)C(C(=O)C(C(C)O)O)OC)OC6CC(C(C(O6)C)O)OC7CC(C(C(O7)C)O)OC8CC(C(C(O8)C)O)(C)O)C(=C4C(=C3C)O)O)O)O. Drug 2: CC1=C(C(=O)C2=C(C1=O)N3CC4C(C3(C2COC(=O)N)OC)N4)N. Cell line: NCI-H460. Synergy scores: CSS=51.9, Synergy_ZIP=0.920, Synergy_Bliss=-1.01, Synergy_Loewe=-1.39, Synergy_HSA=-0.199. (5) Drug 1: CN1CCC(CC1)COC2=C(C=C3C(=C2)N=CN=C3NC4=C(C=C(C=C4)Br)F)OC. Drug 2: C1=NNC2=C1C(=O)NC=N2. Cell line: PC-3. Synergy scores: CSS=8.52, Synergy_ZIP=-1.69, Synergy_Bliss=4.91, Synergy_Loewe=-1.14, Synergy_HSA=4.52.